Dataset: Full USPTO retrosynthesis dataset with 1.9M reactions from patents (1976-2016). Task: Predict the reactants needed to synthesize the given product. Given the product [Cl:20][C:15]1[C:14]2[CH:13]=[C:12]([CH2:21][N:22]3[CH2:26][CH2:25][C@H:24]([NH:27][S:28]([C:31]4[S:35][C:34]5[CH:36]=[C:37]([Cl:40])[CH:38]=[CH:39][C:33]=5[CH:32]=4)(=[O:29])=[O:30])[C:23]3=[O:41])[NH:11][C:19]=2[CH:18]=[CH:17][N:16]=1, predict the reactants needed to synthesize it. The reactants are: N.C1(S([N:11]2[C:19]3[CH:18]=[CH:17][N:16]=[C:15]([Cl:20])[C:14]=3[CH:13]=[C:12]2[CH2:21][N:22]2[CH2:26][CH2:25][C@H:24]([NH:27][S:28]([C:31]3[S:35][C:34]4[CH:36]=[C:37]([Cl:40])[CH:38]=[CH:39][C:33]=4[CH:32]=3)(=[O:30])=[O:29])[C:23]2=[O:41])(=O)=O)C=CC=CC=1.